Dataset: Full USPTO retrosynthesis dataset with 1.9M reactions from patents (1976-2016). Task: Predict the reactants needed to synthesize the given product. Given the product [C:50]([OH:56])([C:52]([F:55])([F:54])[F:53])=[O:51].[F:53][C:52]([F:55])([F:54])[C:50]([OH:56])=[O:51].[C:26]([N:23]1[CH2:22][CH2:21][CH:20]([C:18]2[CH:17]=[CH:16][C:15]([NH:29][C:30]([C:32]3[NH:33][CH:34]=[C:35]([C:37]#[N:38])[N:36]=3)=[O:31])=[C:14]([C:12]3[CH2:13][NH:8][CH2:9][CH2:10][CH:11]=3)[CH:19]=2)[CH2:25][CH2:24]1)(=[O:28])[CH3:27], predict the reactants needed to synthesize it. The reactants are: C(OC([N:8]1[CH2:13][C:12]([C:14]2[CH:19]=[C:18]([CH:20]3[CH2:25][CH2:24][N:23]([C:26](=[O:28])[CH3:27])[CH2:22][CH2:21]3)[CH:17]=[CH:16][C:15]=2[NH:29][C:30]([C:32]2[N:33](COCC[Si](C)(C)C)[CH:34]=[C:35]([C:37]#[N:38])[N:36]=2)=[O:31])=[CH:11][CH2:10][CH2:9]1)=O)(C)(C)C.CCO.[C:50]([OH:56])([C:52]([F:55])([F:54])[F:53])=[O:51].